This data is from Aqueous solubility values for 9,982 compounds from the AqSolDB database. The task is: Regression/Classification. Given a drug SMILES string, predict its absorption, distribution, metabolism, or excretion properties. Task type varies by dataset: regression for continuous measurements (e.g., permeability, clearance, half-life) or binary classification for categorical outcomes (e.g., BBB penetration, CYP inhibition). For this dataset (solubility_aqsoldb), we predict Y. (1) The drug is CC1CC(C)(c2ccccc2)CO1. The Y is -2.43 log mol/L. (2) The drug is C=CC(=O)OCCOc1ccc(C(C)(C)c2ccc(OCCOC(=O)C=C)cc2)cc1. The Y is -6.00 log mol/L. (3) The molecule is CCOC(=O)CC. The Y is -0.660 log mol/L. (4) The drug is O=[N+]([O-])O.O=[N+]([O-])O.[Cd+2]. The Y is 0.328 log mol/L. (5) The Y is -2.96 log mol/L. The molecule is OC(=S)COc1cc(Cl)c(Cl)cc1Cl. (6) The drug is O=C(O)CN(CP(=O)(O)O)CP(=O)(O)O. The Y is -0.0256 log mol/L.